This data is from Full USPTO retrosynthesis dataset with 1.9M reactions from patents (1976-2016). The task is: Predict the reactants needed to synthesize the given product. (1) The reactants are: C[Si]([N-][Si](C)(C)C)(C)C.[K+].C([O:13][C:14](=[O:19])[C:15]([OH:18])([CH3:17])[CH3:16])C.Cl[C:21]1[CH:26]=[CH:25][C:24]([C:27]([F:30])([F:29])[F:28])=[CH:23][N:22]=1.Cl. Given the product [CH3:17][C:15]([O:18][C:21]1[CH:26]=[CH:25][C:24]([C:27]([F:30])([F:29])[F:28])=[CH:23][N:22]=1)([CH3:16])[C:14]([OH:13])=[O:19], predict the reactants needed to synthesize it. (2) The reactants are: O1[CH:5]=[CH:4][CH:3]=[C:2]1[C:6]([O:8][CH3:9])=[O:7].[Cl:10][C:11]1[CH:16]=[CH:15][CH:14]=[CH:13][CH:12]=1.[Al+3].[Cl-].[Cl-].[Cl-]. Given the product [CH3:9][O:8][C:6]([C:2]1[C:15]2[C:14](=[CH:13][CH:12]=[C:11]([Cl:10])[CH:16]=2)[CH:5]=[CH:4][CH:3]=1)=[O:7], predict the reactants needed to synthesize it. (3) Given the product [CH3:1][C:2]1[C:3]([C:23]2[CH:28]=[CH:27][CH:26]=[CH:25][CH:24]=2)=[C:4]([O:14][C:15]2[CH:22]=[CH:21][C:18]([C:19]([OH:31])=[O:20])=[CH:17][CH:16]=2)[C:5]2[C:10]([CH:11]=1)=[CH:9][C:8]([O:12][CH3:13])=[CH:7][CH:6]=2, predict the reactants needed to synthesize it. The reactants are: [CH3:1][C:2]1[C:3]([C:23]2[CH:28]=[CH:27][CH:26]=[CH:25][CH:24]=2)=[C:4]([O:14][C:15]2[CH:22]=[CH:21][C:18]([CH:19]=[O:20])=[CH:17][CH:16]=2)[C:5]2[C:10]([CH:11]=1)=[CH:9][C:8]([O:12][CH3:13])=[CH:7][CH:6]=2.CC(C)=[O:31].S(=O)(=O)(O)N.Cl([O-])=O.[Na+]. (4) Given the product [CH2:16]([NH:19][C:2]1[N:3]=[C:4]([NH:12][CH2:13][C:14]#[CH:15])[C:5]2[S:10][CH:9]=[C:8]([CH3:11])[C:6]=2[N:7]=1)[CH:17]=[CH2:18], predict the reactants needed to synthesize it. The reactants are: Cl[C:2]1[N:3]=[C:4]([NH:12][CH2:13][C:14]#[CH:15])[C:5]2[S:10][CH:9]=[C:8]([CH3:11])[C:6]=2[N:7]=1.[CH2:16]([NH2:19])[CH:17]=[CH2:18].C(=O)([O-])O.[Na+]. (5) Given the product [CH3:2][C:3]1[CH:8]=[C:7]([NH:9][C:10](=[O:18])[C:11]2[CH:16]=[CH:15][CH:14]=[CH:13][C:12]=2[CH3:17])[CH:6]=[CH:5][C:4]=1[C:19]([OH:27])=[O:44], predict the reactants needed to synthesize it. The reactants are: [Cl-].[CH3:2][C:3]1[CH:8]=[C:7]([NH:9][C:10](=[O:18])[C:11]2[CH:16]=[CH:15][CH:14]=[CH:13][C:12]=2[CH3:17])[CH:6]=[CH:5][C:4]=1[C:19](=[O:27])C[N+]1C=CC=CC=1.[Cl-].CC1C=CC(C(=[O:44])C[N+]2C=CC=CC=2)=C(NC(=O)C2C=CC=CC=2C)C=1.[OH-].[Na+].Cl. (6) Given the product [NH2:1][C:4]1[CH:13]=[C:12]2[C:7]([C:8]([Br:14])=[CH:9][N:10]=[CH:11]2)=[CH:6][CH:5]=1, predict the reactants needed to synthesize it. The reactants are: [N+:1]([C:4]1[CH:13]=[C:12]2[C:7]([C:8]([Br:14])=[CH:9][N:10]=[CH:11]2)=[CH:6][CH:5]=1)([O-])=O.[Cl-].[NH4+].[Cl-].[Na+]. (7) Given the product [N:1]1([C:6]2[CH:7]=[C:8]([C:16]3[S:20][C:19]([NH2:21])=[N:18][C:17]=3[CH3:25])[CH:9]=[CH:10][C:11]=2[S:12]([CH3:15])(=[O:14])=[O:13])[CH:5]=[CH:4][N:3]=[CH:2]1, predict the reactants needed to synthesize it. The reactants are: [N:1]1([C:6]2[CH:7]=[C:8]([C:16]3[S:20][C:19]([NH:21]C(=O)C)=[N:18][C:17]=3[CH3:25])[CH:9]=[CH:10][C:11]=2[S:12]([CH3:15])(=[O:14])=[O:13])[CH:5]=[CH:4][N:3]=[CH:2]1.[OH-].[Na+]. (8) Given the product [CH2:1]([O:8][C:9]1[CH:14]=[CH:13][C:12]([Cl:15])=[CH:11][C:10]=1[NH2:16])[C:2]1[CH:7]=[CH:6][CH:5]=[CH:4][CH:3]=1, predict the reactants needed to synthesize it. The reactants are: [CH2:1]([O:8][C:9]1[CH:14]=[CH:13][C:12]([Cl:15])=[CH:11][C:10]=1[N+:16]([O-])=O)[C:2]1[CH:7]=[CH:6][CH:5]=[CH:4][CH:3]=1.